This data is from Retrosynthesis with 50K atom-mapped reactions and 10 reaction types from USPTO. The task is: Predict the reactants needed to synthesize the given product. (1) Given the product C[C@H]1Nc2ccc(C(=O)N(C)Cc3cc4ccccc4n3Cc3ccc(O)cc3)cc2CN(C)C1=O, predict the reactants needed to synthesize it. The reactants are: CNCc1cc2ccccc2n1Cc1ccc(O)cc1.C[C@H]1Nc2ccc(C(=O)O)cc2CN(C)C1=O. (2) Given the product CS(=O)(=O)N1CC=C(c2cc3c(cn2)O[C@@H](C2CCN(c4cnc(C(F)(F)F)cn4)CC2)C3)CC1, predict the reactants needed to synthesize it. The reactants are: CS(=O)(=O)N1CC=C(c2cc3c(cn2)O[C@@H](C2CCNCC2)C3)CC1.FC(F)(F)c1cnc(Cl)cn1.